From a dataset of Catalyst prediction with 721,799 reactions and 888 catalyst types from USPTO. Predict which catalyst facilitates the given reaction. (1) Reactant: [Cl:1][C:2]1[C:3]([CH2:12][O:13][C:14]2[CH:23]=[CH:22][C:21]3[CH2:20][CH2:19][C:18]([CH3:25])([CH3:24])[CH2:17][C:16]=3[CH:15]=2)=[CH:4][C:5]([F:11])=[C:6]([CH:10]=1)[C:7](O)=[O:8].[CH3:26][N:27]([CH3:32])[S:28](=[O:31])(=[O:30])[NH2:29].Cl.C(N=C=NCCCN(C)C)C. Product: [Cl:1][C:2]1[C:3]([CH2:12][O:13][C:14]2[CH:23]=[CH:22][C:21]3[CH2:20][CH2:19][C:18]([CH3:25])([CH3:24])[CH2:17][C:16]=3[CH:15]=2)=[CH:4][C:5]([F:11])=[C:6]([CH:10]=1)[C:7]([NH:29][S:28](=[O:31])(=[O:30])[N:27]([CH3:32])[CH3:26])=[O:8]. The catalyst class is: 143. (2) Reactant: [NH2:1][C:2]([C:4]1[CH:5]=[N:6][C:7]2[C:12]([C:13]=1[NH:14][C:15]1[CH:16]=[C:17]([CH:23]=[CH:24][CH:25]=1)[C:18]([O:20]CC)=[O:19])=[CH:11][CH:10]=[C:9]([C:26]1[CH:31]=[CH:30][C:29]([O:32][CH3:33])=[CH:28][C:27]=1[O:34][CH3:35])[CH:8]=2)=[O:3].[OH-].[Na+]. Product: [NH2:1][C:2]([C:4]1[CH:5]=[N:6][C:7]2[C:12]([C:13]=1[NH:14][C:15]1[CH:16]=[C:17]([CH:23]=[CH:24][CH:25]=1)[C:18]([OH:20])=[O:19])=[CH:11][CH:10]=[C:9]([C:26]1[CH:31]=[CH:30][C:29]([O:32][CH3:33])=[CH:28][C:27]=1[O:34][CH3:35])[CH:8]=2)=[O:3]. The catalyst class is: 8.